This data is from NCI-60 drug combinations with 297,098 pairs across 59 cell lines. The task is: Regression. Given two drug SMILES strings and cell line genomic features, predict the synergy score measuring deviation from expected non-interaction effect. (1) Drug 1: CC1=C(C=C(C=C1)C(=O)NC2=CC(=CC(=C2)C(F)(F)F)N3C=C(N=C3)C)NC4=NC=CC(=N4)C5=CN=CC=C5. Drug 2: CC1C(C(CC(O1)OC2CC(CC3=C2C(=C4C(=C3O)C(=O)C5=C(C4=O)C(=CC=C5)OC)O)(C(=O)CO)O)N)O.Cl. Cell line: PC-3. Synergy scores: CSS=26.1, Synergy_ZIP=-0.984, Synergy_Bliss=1.17, Synergy_Loewe=-12.0, Synergy_HSA=-0.179. (2) Drug 1: CC1=C2C(C(=O)C3(C(CC4C(C3C(C(C2(C)C)(CC1OC(=O)C(C(C5=CC=CC=C5)NC(=O)OC(C)(C)C)O)O)OC(=O)C6=CC=CC=C6)(CO4)OC(=O)C)O)C)O. Drug 2: CN(C(=O)NC(C=O)C(C(C(CO)O)O)O)N=O. Cell line: T-47D. Synergy scores: CSS=4.89, Synergy_ZIP=1.74, Synergy_Bliss=-5.90, Synergy_Loewe=1.89, Synergy_HSA=-3.49. (3) Drug 1: C1=NC2=C(N1)C(=S)N=C(N2)N. Drug 2: CC1CCC2CC(C(=CC=CC=CC(CC(C(=O)C(C(C(=CC(C(=O)CC(OC(=O)C3CCCCN3C(=O)C(=O)C1(O2)O)C(C)CC4CCC(C(C4)OC)O)C)C)O)OC)C)C)C)OC. Synergy scores: CSS=18.1, Synergy_ZIP=-12.0, Synergy_Bliss=-15.3, Synergy_Loewe=-14.4, Synergy_HSA=-12.0. Cell line: HCC-2998.